This data is from NCI-60 drug combinations with 297,098 pairs across 59 cell lines. The task is: Regression. Given two drug SMILES strings and cell line genomic features, predict the synergy score measuring deviation from expected non-interaction effect. (1) Drug 1: C1C(C(OC1N2C=C(C(=O)NC2=O)F)CO)O. Drug 2: CC(C)NC(=O)C1=CC=C(C=C1)CNNC.Cl. Cell line: MCF7. Synergy scores: CSS=13.0, Synergy_ZIP=-3.80, Synergy_Bliss=-4.12, Synergy_Loewe=-18.8, Synergy_HSA=-3.64. (2) Drug 1: CCC1=C2CN3C(=CC4=C(C3=O)COC(=O)C4(CC)O)C2=NC5=C1C=C(C=C5)O. Drug 2: CC1CCCC2(C(O2)CC(NC(=O)CC(C(C(=O)C(C1O)C)(C)C)O)C(=CC3=CSC(=N3)C)C)C. Cell line: MCF7. Synergy scores: CSS=23.5, Synergy_ZIP=-7.87, Synergy_Bliss=-7.81, Synergy_Loewe=-5.53, Synergy_HSA=-3.25. (3) Drug 1: CC=C1C(=O)NC(C(=O)OC2CC(=O)NC(C(=O)NC(CSSCCC=C2)C(=O)N1)C(C)C)C(C)C. Drug 2: C1C(C(OC1N2C=NC3=C2NC=NCC3O)CO)O. Cell line: KM12. Synergy scores: CSS=43.0, Synergy_ZIP=3.52, Synergy_Bliss=3.04, Synergy_Loewe=-31.6, Synergy_HSA=-1.90. (4) Drug 1: COC1=CC(=CC(=C1O)OC)C2C3C(COC3=O)C(C4=CC5=C(C=C24)OCO5)OC6C(C(C7C(O6)COC(O7)C8=CC=CS8)O)O. Drug 2: CC1=CC2C(CCC3(C2CCC3(C(=O)C)OC(=O)C)C)C4(C1=CC(=O)CC4)C. Cell line: OVCAR-4. Synergy scores: CSS=5.85, Synergy_ZIP=-2.15, Synergy_Bliss=-1.94, Synergy_Loewe=-3.49, Synergy_HSA=-1.52. (5) Drug 1: CC1=C(C=C(C=C1)NC2=NC=CC(=N2)N(C)C3=CC4=NN(C(=C4C=C3)C)C)S(=O)(=O)N.Cl. Drug 2: CC(CN1CC(=O)NC(=O)C1)N2CC(=O)NC(=O)C2. Cell line: SN12C. Synergy scores: CSS=30.0, Synergy_ZIP=-7.15, Synergy_Bliss=1.67, Synergy_Loewe=2.60, Synergy_HSA=3.05. (6) Drug 1: CC1C(C(CC(O1)OC2CC(CC3=C2C(=C4C(=C3O)C(=O)C5=C(C4=O)C(=CC=C5)OC)O)(C(=O)CO)O)N)O.Cl. Drug 2: CC1OCC2C(O1)C(C(C(O2)OC3C4COC(=O)C4C(C5=CC6=C(C=C35)OCO6)C7=CC(=C(C(=C7)OC)O)OC)O)O. Cell line: A498. Synergy scores: CSS=35.3, Synergy_ZIP=0.864, Synergy_Bliss=-2.36, Synergy_Loewe=8.44, Synergy_HSA=4.79. (7) Drug 1: C1CC(=O)NC(=O)C1N2CC3=C(C2=O)C=CC=C3N. Drug 2: N.N.Cl[Pt+2]Cl. Cell line: SK-MEL-2. Synergy scores: CSS=4.94, Synergy_ZIP=0.189, Synergy_Bliss=4.70, Synergy_Loewe=1.32, Synergy_HSA=1.31.